Task: Predict the reactants needed to synthesize the given product.. Dataset: Full USPTO retrosynthesis dataset with 1.9M reactions from patents (1976-2016) (1) Given the product [F:6][C:7]1[CH:8]=[C:9]([C:14]2[O:38][C:17]([CH2:18][CH2:19][C:20]3[NH:24][C:23]([CH2:25][C:26]([CH3:30])([CH3:29])[CH2:27][CH3:28])=[CH:22][N:21]=3)=[N:16][CH:15]=2)[CH:10]=[CH:11][C:12]=1[F:13], predict the reactants needed to synthesize it. The reactants are: P(Cl)(Cl)(Cl)=O.[F:6][C:7]1[CH:8]=[C:9]([C:14](=[O:38])[CH2:15][NH:16][C:17](=O)[CH2:18][CH2:19][C:20]2[N:21](S(N(C)C)(=O)=O)[CH:22]=[C:23]([CH2:25][C:26]([CH3:30])([CH3:29])[CH2:27][CH3:28])[N:24]=2)[CH:10]=[CH:11][C:12]=1[F:13].C(=O)(O)[O-].[Na+]. (2) Given the product [CH2:1]([NH:8][C:9]([C:11]1[S:15][C:14]([NH:16][C:32]([NH:31][C:25]2[CH:30]=[CH:29][CH:28]=[CH:27][CH:26]=2)=[O:33])=[N:13][C:12]=1[CH3:17])=[O:10])[C:2]1[CH:7]=[CH:6][CH:5]=[CH:4][CH:3]=1, predict the reactants needed to synthesize it. The reactants are: [CH2:1]([NH:8][C:9]([C:11]1[S:15][C:14]([NH2:16])=[N:13][C:12]=1[CH3:17])=[O:10])[C:2]1[CH:7]=[CH:6][CH:5]=[CH:4][CH:3]=1.C(N(CC)CC)C.[C:25]1([N:31]=[C:32]=[O:33])[CH:30]=[CH:29][CH:28]=[CH:27][CH:26]=1. (3) Given the product [OH:2][C:3]1[CH:12]=[CH:11][C:10]2[C:5](=[CH:6][CH:7]=[C:8]([C:13]3[CH:18]=[CH:17][C:16]([OH:19])=[CH:15][CH:14]=3)[CH:9]=2)[C:4]=1[C:21]#[N:22], predict the reactants needed to synthesize it. The reactants are: C[O:2][C:3]1[CH:12]=[CH:11][C:10]2[C:5](=[CH:6][CH:7]=[C:8]([C:13]3[CH:18]=[CH:17][C:16]([O:19]C)=[CH:15][CH:14]=3)[CH:9]=2)[C:4]=1[C:21]#[N:22].Cl.[NH+]1C=CC=CC=1. (4) Given the product [I:15][C:5]1[CH:6]=[CH:7][C:8]([N:10]2[CH:14]=[CH:13][CH:12]=[N:11]2)=[CH:9][C:4]=1[CH2:3][OH:2], predict the reactants needed to synthesize it. The reactants are: C[O:2][C:3](=O)[C:4]1[CH:9]=[C:8]([N:10]2[CH:14]=[CH:13][CH:12]=[N:11]2)[CH:7]=[CH:6][C:5]=1[I:15].C([BH-](CC)CC)C.[Li+]. (5) Given the product [Br:19][C:20]1[CH:28]=[CH:27][C:23]([C:24]([N:1]2[CH2:5][CH2:4][CH2:3][C@H:2]2[CH2:6][N:7]2[CH2:11][CH2:10][CH2:9][CH2:8]2)=[O:25])=[C:22]([F:29])[CH:21]=1, predict the reactants needed to synthesize it. The reactants are: [NH:1]1[CH2:5][CH2:4][CH2:3][C@H:2]1[CH2:6][N:7]1[CH2:11][CH2:10][CH2:9][CH2:8]1.CN1CCOCC1.[Br:19][C:20]1[CH:28]=[CH:27][C:23]([C:24](Cl)=[O:25])=[C:22]([F:29])[CH:21]=1. (6) Given the product [Cl:36][C:37]1[CH:42]=[CH:41][C:40](/[CH:43]=[CH:44]/[CH2:45][N:24]2[CH2:25][CH2:26][C:12]3([CH2:11][N:10]([C:8]([C:6]4[CH:5]=[CH:4][N:3]=[C:2]([Cl:1])[CH:7]=4)=[O:9])[CH2:14][CH:13]3[C:15]3[CH:20]=[CH:19][C:18]([F:21])=[CH:17][CH:16]=3)[CH2:22][CH2:23]2)=[CH:39][CH:38]=1, predict the reactants needed to synthesize it. The reactants are: [Cl:1][C:2]1[CH:7]=[C:6]([C:8]([N:10]2[CH2:14][CH:13]([C:15]3[CH:20]=[CH:19][C:18]([F:21])=[CH:17][CH:16]=3)[C:12]3([CH2:26][CH2:25][NH:24][CH2:23][CH2:22]3)[CH2:11]2)=[O:9])[CH:5]=[CH:4][N:3]=1.C(N(C(C)C)C(C)C)C.[Cl:36][C:37]1[CH:42]=[CH:41][C:40](/[CH:43]=[CH:44]/[CH2:45]Cl)=[CH:39][CH:38]=1. (7) The reactants are: [O:1]1[CH2:6][CH2:5][N:4]([C:7]2[N:12]=[C:11]([N:13]3[CH2:18][CH2:17][O:16][CH2:15][CH2:14]3)[N:10]=[C:9]([C:19]3[CH:24]=[CH:23][C:22]([NH:25][C:26](=[O:37])[NH:27][C:28]4[CH:36]=[CH:35][C:31]([C:32]([OH:34])=O)=[CH:30][CH:29]=4)=[CH:21][CH:20]=3)[N:8]=2)[CH2:3][CH2:2]1.CCN(C(C)C)C(C)C.CN(C(ON1N=NC2C=CC=CC1=2)=[N+](C)C)C.F[P-](F)(F)(F)(F)F.[NH:71]1[CH2:76][CH2:75][CH:74]([N:77]2[CH2:82][CH2:81][O:80][CH2:79][CH2:78]2)[CH2:73][CH2:72]1. Given the product [O:1]1[CH2:6][CH2:5][N:4]([C:7]2[N:12]=[C:11]([N:13]3[CH2:14][CH2:15][O:16][CH2:17][CH2:18]3)[N:10]=[C:9]([C:19]3[CH:20]=[CH:21][C:22]([NH:25][C:26]([NH:27][C:28]4[CH:29]=[CH:30][C:31]([C:32]([N:71]5[CH2:76][CH2:75][CH:74]([N:77]6[CH2:82][CH2:81][O:80][CH2:79][CH2:78]6)[CH2:73][CH2:72]5)=[O:34])=[CH:35][CH:36]=4)=[O:37])=[CH:23][CH:24]=3)[N:8]=2)[CH2:3][CH2:2]1, predict the reactants needed to synthesize it.